Dataset: Full USPTO retrosynthesis dataset with 1.9M reactions from patents (1976-2016). Task: Predict the reactants needed to synthesize the given product. (1) Given the product [CH3:14][O:15][C:16]1[CH:23]=[CH:22][CH:21]=[C:20]([O:24][CH3:25])[C:17]=1[CH:18]1[CH:28]([C:27]([O:37][CH2:38][CH3:39])=[O:36])[C:29](=[O:30])[C:31](=[O:32])[N:11]1[CH2:10][C:7]1[CH:6]=[CH:5][C:4]([O:3][C:2]([F:12])([F:13])[F:1])=[CH:9][CH:8]=1, predict the reactants needed to synthesize it. The reactants are: [F:1][C:2]([F:13])([F:12])[O:3][C:4]1[CH:9]=[CH:8][C:7]([CH2:10][NH2:11])=[CH:6][CH:5]=1.[CH3:14][O:15][C:16]1[CH:23]=[CH:22][CH:21]=[C:20]([O:24][CH3:25])[C:17]=1[CH:18]=O.[Na].[C:27]([O:37][CH2:38][CH3:39])(=[O:36])[CH2:28][C:29]([C:31](OCC)=[O:32])=[O:30]. (2) Given the product [Cl:36][C:13]1[N:14]=[N:15][C:16]([C:17]2[CH:22]=[CH:21][CH:20]=[CH:19][C:18]=2[F:23])=[C:11]([C:5]2[CH:4]=[C:3]([O:2][CH3:1])[CH:8]=[C:7]([O:9][CH3:10])[CH:6]=2)[C:12]=1[C:25]1[C:30]([F:31])=[CH:29][C:28]([F:32])=[CH:27][C:26]=1[F:33], predict the reactants needed to synthesize it. The reactants are: [CH3:1][O:2][C:3]1[CH:4]=[C:5]([C:11]2[C:16]([C:17]3[CH:22]=[CH:21][CH:20]=[CH:19][C:18]=3[F:23])=[N:15][NH:14][C:13](=O)[C:12]=2[C:25]2[C:30]([F:31])=[CH:29][C:28]([F:32])=[CH:27][C:26]=2[F:33])[CH:6]=[C:7]([O:9][CH3:10])[CH:8]=1.P(Cl)(Cl)([Cl:36])=O.